Dataset: Forward reaction prediction with 1.9M reactions from USPTO patents (1976-2016). Task: Predict the product of the given reaction. Given the reactants [CH2:1]([N:8]1[CH2:36][CH2:35][CH2:34][C:10]2([CH2:15][N:14]([C:16]3[CH:17]=[C:18]([CH3:33])[C:19]4[N:23]=[C:22]([C:24]5[C:25](=[O:31])[NH:26][CH:27]=[CH:28][C:29]=5Cl)[NH:21][C:20]=4[CH:32]=3)[CH2:13][CH2:12][CH2:11]2)[CH2:9]1)[C:2]1[CH:7]=[CH:6][CH:5]=[CH:4][CH:3]=1.[NH2:37][CH2:38][C@H:39]([C:41]1[CH:46]=[CH:45][CH:44]=[C:43]([Cl:47])[CH:42]=1)[OH:40].CCN(CC)CC, predict the reaction product. The product is: [CH2:1]([N:8]1[CH2:36][CH2:35][CH2:34][C:10]2([CH2:15][N:14]([C:16]3[CH:17]=[C:18]([CH3:33])[C:19]4[N:23]=[C:22]([C:24]5[C:25](=[O:31])[NH:26][CH:27]=[CH:28][C:29]=5[NH:37][CH2:38][C@H:39]([C:41]5[CH:46]=[CH:45][CH:44]=[C:43]([Cl:47])[CH:42]=5)[OH:40])[NH:21][C:20]=4[CH:32]=3)[CH2:13][CH2:12][CH2:11]2)[CH2:9]1)[C:2]1[CH:7]=[CH:6][CH:5]=[CH:4][CH:3]=1.